From a dataset of Reaction yield outcomes from USPTO patents with 853,638 reactions. Predict the reaction yield, written as a fraction of the theoretical maximum amount of product (1.0 means a 100% yield; for example, 0.34 means a 34% yield). (1) The reactants are [CH3:1][C:2]1[N:3]2[CH:9]=[C:8]([C:10]3[CH:15]=[CH:14][C:13]([N+:16]([O-])=O)=[CH:12][CH:11]=3)[N:7]=[C:4]2[S:5][CH:6]=1.O.O.[Sn](Cl)Cl.C(Cl)Cl.CCOC(C)=O. The catalyst is CCO. The product is [CH3:1][C:2]1[N:3]2[CH:9]=[C:8]([C:10]3[CH:15]=[CH:14][C:13]([NH2:16])=[CH:12][CH:11]=3)[N:7]=[C:4]2[S:5][CH:6]=1. The yield is 0.500. (2) The reactants are [F:1][C:2]1[C:8]([F:9])=[CH:7][C:6]([F:10])=[C:5]([N+:11]([O-])=O)[C:3]=1[NH2:4]. The catalyst is [Pd].C(O)C. The product is [NH2:11][C:5]1[C:6]([F:10])=[CH:7][C:8]([F:9])=[C:2]([F:1])[C:3]=1[NH2:4]. The yield is 0.870.